Dataset: Forward reaction prediction with 1.9M reactions from USPTO patents (1976-2016). Task: Predict the product of the given reaction. Given the reactants [C:1]([C:3]1[N:8]=[CH:7][C:6]([NH:9][C@H:10]([CH2:14][CH3:15])[C:11]([NH2:13])=[O:12])=[CH:5][C:4]=1[NH:16][C:17]1[S:21][N:20]=[C:19]([CH3:22])[CH:18]=1)#[N:2].[OH-].[Na+].OO.CC(O)=[O:29], predict the reaction product. The product is: [NH2:13][C:11](=[O:12])[C@H:10]([NH:9][C:6]1[CH:5]=[C:4]([NH:16][C:17]2[S:21][N:20]=[C:19]([CH3:22])[CH:18]=2)[C:3]([C:1]([NH2:2])=[O:29])=[N:8][CH:7]=1)[CH2:14][CH3:15].